Predict the reactants needed to synthesize the given product. From a dataset of Full USPTO retrosynthesis dataset with 1.9M reactions from patents (1976-2016). (1) Given the product [CH3:41][C:36]1([CH3:42])[C:37]([CH3:40])([CH3:39])[O:38][B:34]([C:13]2[C:12]3[C:17](=[CH:18][C:9]([C:6]4[CH:7]=[CH:8][C:3]([C:2]([F:1])([F:33])[F:32])=[CH:4][CH:5]=4)=[CH:10][CH:11]=3)[CH:16]=[C:15]([C:19]([O:21][CH2:22][CH3:23])=[O:20])[CH:14]=2)[O:35]1, predict the reactants needed to synthesize it. The reactants are: [F:1][C:2]([F:33])([F:32])[C:3]1[CH:8]=[CH:7][C:6]([C:9]2[CH:18]=[C:17]3[C:12]([C:13](OS(C(F)(F)F)(=O)=O)=[CH:14][C:15]([C:19]([O:21][CH2:22][CH3:23])=[O:20])=[CH:16]3)=[CH:11][CH:10]=2)=[CH:5][CH:4]=1.[B:34]1([B:34]2[O:38][C:37]([CH3:40])([CH3:39])[C:36]([CH3:42])([CH3:41])[O:35]2)[O:38][C:37]([CH3:40])([CH3:39])[C:36]([CH3:42])([CH3:41])[O:35]1.C([O-])(=O)C.[K+]. (2) Given the product [Br:8][C:9]1[CH:28]=[C:27]([F:29])[CH:26]=[CH:25][C:10]=1[O:11][CH:12]1[CH2:13][CH2:14][NH:15][CH2:16][CH2:17]1, predict the reactants needed to synthesize it. The reactants are: C(O)(C(F)(F)F)=O.[Br:8][C:9]1[CH:28]=[C:27]([F:29])[CH:26]=[CH:25][C:10]=1[O:11][CH:12]1[CH2:17][CH2:16][N:15](C(OC(C)(C)C)=O)[CH2:14][CH2:13]1. (3) Given the product [CH3:24][O:23][C:20]1[CH:21]=[CH:22][C:17]([CH2:16][S:15][C:12]2[CH:13]=[CH:14][C:6]([O:5][CH2:4][C:3]([OH:37])=[O:2])=[C:7]3[C:11]=2[CH2:10][CH2:9][CH2:8]3)=[CH:18][C:19]=1[O:25][CH2:26][C:27]1[CH:32]=[CH:31][C:30]([C:33]([F:36])([F:34])[F:35])=[CH:29][CH:28]=1, predict the reactants needed to synthesize it. The reactants are: C[O:2][C:3](=[O:37])[CH2:4][O:5][C:6]1[CH:14]=[CH:13][C:12]([S:15][CH2:16][C:17]2[CH:22]=[CH:21][C:20]([O:23][CH3:24])=[C:19]([O:25][CH2:26][C:27]3[CH:32]=[CH:31][C:30]([C:33]([F:36])([F:35])[F:34])=[CH:29][CH:28]=3)[CH:18]=2)=[C:11]2[C:7]=1[CH2:8][CH2:9][CH2:10]2.[K+].[Br-]. (4) The reactants are: [Si:1]([O:8][C:9]1[CH:10]=[C:11]2[C:15](=[CH:16][CH:17]=1)[NH:14][N:13]=[CH:12]2)([C:4]([CH3:7])([CH3:6])[CH3:5])([CH3:3])[CH3:2].C1C(=O)N([I:25])C(=O)C1. Given the product [Si:1]([O:8][C:9]1[CH:10]=[C:11]2[C:15](=[CH:16][CH:17]=1)[NH:14][N:13]=[C:12]2[I:25])([C:4]([CH3:7])([CH3:5])[CH3:6])([CH3:3])[CH3:2], predict the reactants needed to synthesize it. (5) Given the product [F:1][CH2:2][C:3]1[N:7]2[CH:8]=[C:9]([NH2:13])[CH:10]=[C:11]([CH3:12])[C:6]2=[N:5][N:4]=1, predict the reactants needed to synthesize it. The reactants are: [F:1][CH2:2][C:3]1[N:7]2[CH:8]=[C:9]([N+:13]([O-])=O)[CH:10]=[C:11]([CH3:12])[C:6]2=[N:5][N:4]=1. (6) Given the product [F:1][C:2]1[CH:7]=[CH:6][CH:5]=[CH:4][C:3]=1[N:8]1[C:12]([C:13]2[CH:18]=[CH:17][CH:16]=[CH:15][C:14]=2[C:19]2[CH:24]=[CH:23][CH:22]=[CH:21][C:20]=2[S:27][CH3:26])=[N:11][N:10]=[N:9]1, predict the reactants needed to synthesize it. The reactants are: [F:1][C:2]1[CH:7]=[CH:6][CH:5]=[CH:4][C:3]=1[N:8]1[C:12]([C:13]2[CH:18]=[CH:17][CH:16]=[CH:15][C:14]=2[C:19]2[CH:24]=[CH:23][CH:22]=[CH:21][C:20]=2O)=[N:11][N:10]=[N:9]1.[CH3:26][S:27]C1C=CC=CC=1B(O)O. (7) Given the product [CH2:29]([O:28][C:26]([N:7]([CH2:6][C:2]1[S:1][CH:5]=[CH:4][CH:3]=1)[CH2:8][CH2:9][C:10]([O:12][CH3:13])=[O:11])=[O:27])[CH3:30], predict the reactants needed to synthesize it. The reactants are: [S:1]1[CH:5]=[CH:4][CH:3]=[C:2]1[CH2:6][NH:7][CH2:8][CH2:9][C:10]([O:12][CH3:13])=[O:11].O.C1COCC1.C(=O)(O)[O-].[Na+].Cl[C:26]([O:28][CH2:29][CH3:30])=[O:27].